Dataset: Catalyst prediction with 721,799 reactions and 888 catalyst types from USPTO. Task: Predict which catalyst facilitates the given reaction. (1) Reactant: [C:1]([O:5][C:6](=[O:20])[NH:7][C:8]1[C:9]([C:13]2[CH:18]=[CH:17][C:16]([OH:19])=[CH:15][CH:14]=2)=[N:10][O:11][CH:12]=1)([CH3:4])([CH3:3])[CH3:2].[N:21]1[CH:26]=[CH:25][CH:24]=[C:23]([CH2:27]O)[CH:22]=1.C1(P(C2C=CC=CC=2)C2C=CC=CC=2)C=CC=CC=1.CCOC(/N=N/C(OCC)=O)=O. Product: [C:1]([O:5][C:6](=[O:20])[NH:7][C:8]1[C:9]([C:13]2[CH:14]=[CH:15][C:16]([O:19][CH2:27][C:23]3[CH:22]=[N:21][CH:26]=[CH:25][CH:24]=3)=[CH:17][CH:18]=2)=[N:10][O:11][CH:12]=1)([CH3:4])([CH3:2])[CH3:3]. The catalyst class is: 1. (2) Reactant: [NH2:1][C:2]1[S:3][C:4]2[S:10](=[O:12])(=[O:11])[CH2:9][C:8]3[C:13]([C:22]([O:24][CH2:25][CH3:26])=[O:23])=[N:14][N:15]([CH:16]4[CH2:21][CH2:20][O:19][CH2:18][CH2:17]4)[C:7]=3[C:5]=2[N:6]=1.C(N(CC)CC)C.[C:34](Cl)(=[O:36])[CH3:35].O. Product: [C:34]([NH:1][C:2]1[S:3][C:4]2[S:10](=[O:12])(=[O:11])[CH2:9][C:8]3[C:13]([C:22]([O:24][CH2:25][CH3:26])=[O:23])=[N:14][N:15]([CH:16]4[CH2:17][CH2:18][O:19][CH2:20][CH2:21]4)[C:7]=3[C:5]=2[N:6]=1)(=[O:36])[CH3:35]. The catalyst class is: 2. (3) Reactant: [Br:1][C:2]1[CH:7]=[CH:6][C:5]([OH:8])=[C:4]([N+:9]([O-:11])=[O:10])[C:3]=1[CH3:12].[C:13]([O-])([O-])=O.[K+].[K+].CI. Product: [CH3:13][O:8][C:5]1[CH:6]=[CH:7][C:2]([Br:1])=[C:3]([CH3:12])[C:4]=1[N+:9]([O-:11])=[O:10]. The catalyst class is: 21.